The task is: Predict the product of the given reaction.. This data is from Forward reaction prediction with 1.9M reactions from USPTO patents (1976-2016). The product is: [OH:21][C:15]1([C:7]2[S:6][C:5]3[C:3](=[O:4])[N:12]([C:14]4[CH:34]=[CH:35][C:30]([N:26]5[CH2:27][CH2:28][CH2:29][N:23]([CH3:22])[CH2:24][CH2:25]5)=[CH:31][CH:32]=4)[CH:11]=[N:10][C:9]=3[CH:8]=2)[CH2:16][CH2:17][O:18][CH2:19][CH2:20]1. Given the reactants CO[C:3]([C:5]1[S:6][C:7]([C:15]2([OH:21])[CH2:20][CH2:19][O:18][CH2:17][CH2:16]2)=[CH:8][C:9]=1[N:10]=[CH:11][N:12]([CH3:14])C)=[O:4].[CH3:22][N:23]1[CH2:29][CH2:28][CH2:27][N:26]([C:30]2[CH:35]=[CH:34]C(N)=[CH:32][CH:31]=2)[CH2:25][CH2:24]1, predict the reaction product.